From a dataset of Forward reaction prediction with 1.9M reactions from USPTO patents (1976-2016). Predict the product of the given reaction. Given the reactants Cl.[CH:2]1([CH2:5][O:6][C:7]2[CH:12]=[CH:11][C:10]([O:13][CH3:14])=[CH:9][C:8]=2[C:15]2[C:16]3[NH:23][C:22]([CH3:24])=[C:21]([C:25]([NH:27][CH:28]4[CH2:33][CH2:32][NH:31][CH2:30][CH2:29]4)=[O:26])[C:17]=3[N:18]=[CH:19][N:20]=2)[CH2:4][CH2:3]1.C([O:37][C@@H:38]([CH3:42])[C:39](Cl)=[O:40])(=O)C, predict the reaction product. The product is: [CH:2]1([CH2:5][O:6][C:7]2[CH:12]=[CH:11][C:10]([O:13][CH3:14])=[CH:9][C:8]=2[C:15]2[C:16]3[NH:23][C:22]([CH3:24])=[C:21]([C:25]([NH:27][CH:28]4[CH2:29][CH2:30][N:31]([C:39](=[O:40])[C@@H:38]([OH:37])[CH3:42])[CH2:32][CH2:33]4)=[O:26])[C:17]=3[N:18]=[CH:19][N:20]=2)[CH2:4][CH2:3]1.